This data is from Catalyst prediction with 721,799 reactions and 888 catalyst types from USPTO. The task is: Predict which catalyst facilitates the given reaction. (1) Reactant: [F:1][C:2]([F:19])([F:18])[C:3]1[CH:4]=[CH:5][C:6]([O:9][C:10]2[CH:11]=[C:12]([CH:15]=[CH:16][CH:17]=2)[CH:13]=[O:14])=[N:7][CH:8]=1.[BH4-].[Na+]. Product: [F:18][C:2]([F:1])([F:19])[C:3]1[CH:4]=[CH:5][C:6]([O:9][C:10]2[CH:11]=[C:12]([CH2:13][OH:14])[CH:15]=[CH:16][CH:17]=2)=[N:7][CH:8]=1. The catalyst class is: 5. (2) Reactant: [N+:1]([C:4]1[S:8][C:7]([C:9]2[O:10][C:11]3[CH:16]=[CH:15][N:14]=[CH:13][C:12]=3[N:17]=2)=[CH:6][CH:5]=1)([O-])=O.[NH4+].[Cl-].C(OCC)(=O)C.CCN(CC)CC. Product: [O:10]1[C:11]2[CH:16]=[CH:15][N:14]=[CH:13][C:12]=2[N:17]=[C:9]1[C:7]1[S:8][C:4]([NH2:1])=[CH:5][CH:6]=1. The catalyst class is: 406.